From a dataset of Full USPTO retrosynthesis dataset with 1.9M reactions from patents (1976-2016). Predict the reactants needed to synthesize the given product. (1) Given the product [Si:5]([O:6][CH2:7][C:8]#[C:9][C:18]1([OH:17])[CH2:19][CH2:20][N:21]([C:24]([O:26][C:27]([CH3:29])([CH3:28])[CH3:30])=[O:25])[CH2:22][CH2:23]1)([C:1]([CH3:3])([CH3:4])[CH3:2])([CH3:10])[CH3:11], predict the reactants needed to synthesize it. The reactants are: [C:1]([Si:5]([CH3:11])([CH3:10])[O:6][CH2:7][C:8]#[CH:9])([CH3:4])([CH3:3])[CH3:2].[Li]CCCC.[O:17]=[C:18]1[CH2:23][CH2:22][N:21]([C:24]([O:26][C:27]([CH3:30])([CH3:29])[CH3:28])=[O:25])[CH2:20][CH2:19]1. (2) Given the product [Br:10][C:11]1[CH:16]=[CH:15][C:14]([NH:17][C:18]2[C:19]([CH:28]([OH:29])[CH2:5][OH:4])=[CH:20][C:21]3[NH:25][CH:24]=[N:23][C:22]=3[C:26]=2[F:27])=[C:13]([Cl:30])[CH:12]=1, predict the reactants needed to synthesize it. The reactants are: ClC[Si](C)(C)[O:4][CH:5](C)C.[Br:10][C:11]1[CH:16]=[CH:15][C:14]([NH:17][C:18]2[C:19]([CH:28]=[O:29])=[CH:20][C:21]3[NH:25][CH:24]=[N:23][C:22]=3[C:26]=2[F:27])=[C:13]([Cl:30])[CH:12]=1. (3) Given the product [Cl:1][C:2]1[S:3][C:4]([S:15]([CH3:18])(=[O:17])=[O:16])=[C:5]2[C:10]3[N:11]=[C:12]([NH:14][S:28]([C:25]4[CH:26]=[CH:27][C:22]([CH2:19][CH2:20][CH3:21])=[CH:23][CH:24]=4)(=[O:30])=[O:29])[S:13][C:9]=3[CH2:8][CH2:7][C:6]=12, predict the reactants needed to synthesize it. The reactants are: [Cl:1][C:2]1[S:3][C:4]([S:15]([CH3:18])(=[O:17])=[O:16])=[C:5]2[C:10]3[N:11]=[C:12]([NH2:14])[S:13][C:9]=3[CH2:8][CH2:7][C:6]=12.[CH2:19]([C:22]1[CH:27]=[CH:26][C:25]([S:28](Cl)(=[O:30])=[O:29])=[CH:24][CH:23]=1)[CH2:20][CH3:21]. (4) Given the product [F:14][CH:15]([F:23])[CH2:16][N:17]1[CH2:22][CH2:21][N:20]([C:2]2[CH:7]=[CH:6][C:5]([N+:8]([O-:10])=[O:9])=[CH:4][C:3]=2[O:11][CH3:12])[CH2:19][CH2:18]1, predict the reactants needed to synthesize it. The reactants are: F[C:2]1[CH:7]=[CH:6][C:5]([N+:8]([O-:10])=[O:9])=[CH:4][C:3]=1[O:11][CH3:12].Cl.[F:14][CH:15]([F:23])[CH2:16][N:17]1[CH2:22][CH2:21][NH:20][CH2:19][CH2:18]1.C(=O)([O-])[O-].[K+].[K+].